This data is from hERG potassium channel inhibition data for cardiac toxicity prediction from Karim et al.. The task is: Regression/Classification. Given a drug SMILES string, predict its toxicity properties. Task type varies by dataset: regression for continuous values (e.g., LD50, hERG inhibition percentage) or binary classification for toxic/non-toxic outcomes (e.g., AMES mutagenicity, cardiotoxicity, hepatotoxicity). Dataset: herg_karim. (1) The molecule is Cc1cccc(NC(=O)N[C@H]2N=C(c3ccccc3)c3ccccc3N(C)C2=O)c1. The result is 0 (non-blocker). (2) The molecule is CC(C)N1CCN[C@@H](CN2CCN(C(=O)Nc3ccc(Cl)c(Cl)c3)CC2)C1. The result is 1 (blocker). (3) The compound is O=C(NCCN1CCC(F)(F)CC1)c1ccc(CN2CCC(NC(=O)c3cc(=O)c4ccc(F)cc4o3)CC2)cc1. The result is 1 (blocker). (4) The molecule is O=C1OC2(CCC(c3nc4ccc(C(F)(F)F)cc4[nH]3)CC2)CN1c1ccccc1. The result is 1 (blocker). (5) The molecule is CC#CCn1c(N2CCCC(N)C2)c(C#N)c2c1c(=O)n(Cc1nccc3ccccc13)c(=O)n2C. The result is 0 (non-blocker).